Dataset: Forward reaction prediction with 1.9M reactions from USPTO patents (1976-2016). Task: Predict the product of the given reaction. (1) Given the reactants [N:1]1([C:6]2[CH:14]=[CH:13][C:9]([C:10]([OH:12])=O)=[CH:8][CH:7]=2)[CH:5]=[CH:4][CH:3]=[CH:2]1.CN([C:18]([O:22]N1N=NC2C=CC=NC1=2)=[N+](C)C)C.F[P-](F)(F)(F)(F)F.C(N([CH:45]([CH3:47])C)CC)(C)C.Cl.C(O[C@@H:52]1[CH2:57][CH2:56][CH2:55][N:54]([CH2:58][C@@H:59]2[CH2:64][CH2:63][CH2:62][CH2:61][C@H:60]2[NH2:65])[CH2:53]1)C, predict the reaction product. The product is: [CH2:45]([O:22][CH2:18][C@@H:52]1[CH2:57][CH2:56][CH2:55][N:54]([CH2:58][C@@H:59]2[CH2:64][CH2:63][CH2:62][CH2:61][C@H:60]2[NH:65][C:10](=[O:12])[C:9]2[CH:8]=[CH:7][C:6]([N:1]3[CH:2]=[CH:3][CH:4]=[CH:5]3)=[CH:14][CH:13]=2)[CH2:53]1)[CH3:47]. (2) The product is: [CH:9]1([N:3]2[C:2]3=[N:1][C:18]([CH3:19])=[CH:21][C:22]([CH3:23])=[C:6]3[C:5]([C:7]#[N:8])=[CH:4]2)[C:17]2[C:12](=[CH:13][CH:14]=[CH:15][CH:16]=2)[CH2:11][CH2:10]1. Given the reactants [NH2:1][C:2]1[N:3]([CH:9]2[C:17]3[C:12](=[CH:13][CH:14]=[CH:15][CH:16]=3)[CH2:11][CH2:10]2)[CH:4]=[C:5]([C:7]#[N:8])[CH:6]=1.[C:18]([CH2:21][C:22](=O)[CH3:23])(=O)[CH3:19].Cl, predict the reaction product. (3) The product is: [Cl:1][C:2]1[N:3]=[C:4]([NH:12][CH2:13][CH:14]2[CH2:17][N:16]([C:18]([O:20][C:21]([CH3:24])([CH3:23])[CH3:22])=[O:19])[CH2:15]2)[C:5]2[O:10][CH:9]=[CH:8][C:6]=2[N:7]=1. Given the reactants [Cl:1][C:2]1[N:3]=[C:4](Cl)[C:5]2[O:10][CH:9]=[CH:8][C:6]=2[N:7]=1.[NH2:12][CH2:13][CH:14]1[CH2:17][N:16]([C:18]([O:20][C:21]([CH3:24])([CH3:23])[CH3:22])=[O:19])[CH2:15]1.C(N(CC)C(C)C)(C)C, predict the reaction product. (4) Given the reactants [OH-].[K+].[Cl:3][C:4]1[CH:5]=[C:6]([N+:11]([O-:13])=[O:12])[CH:7]=[CH:8][C:9]=1F.[CH2:14]([OH:21])[C:15]1[CH:20]=[CH:19][CH:18]=[CH:17][CH:16]=1, predict the reaction product. The product is: [CH2:14]([O:21][C:9]1[CH:8]=[CH:7][C:6]([N+:11]([O-:13])=[O:12])=[CH:5][C:4]=1[Cl:3])[C:15]1[CH:20]=[CH:19][CH:18]=[CH:17][CH:16]=1.